This data is from Catalyst prediction with 721,799 reactions and 888 catalyst types from USPTO. The task is: Predict which catalyst facilitates the given reaction. Reactant: Cl.FC1C=C(C=CC=1)CN1C=C(C2C3C(=NC=C(C4C=CC(C5CCNCC5)=CC=4)C=3)N(S(C3C=CC(C)=CC=3)(=O)=O)C=2)C=N1.[CH3:46][N:47]([CH3:95])[CH2:48][C:49]([N:51]1[CH2:56][CH2:55][N:54]([C:57]2[CH:62]=[CH:61][C:60]([C:63]3[CH:64]=[C:65]4[C:71]([C:72]5[CH:73]=[N:74][N:75]([CH2:77][C:78]6[CH:83]=[CH:82][CH:81]=[C:80]([F:84])[CH:79]=6)[CH:76]=5)=[CH:70][N:69](S(C5C=CC(C)=CC=5)(=O)=O)[C:66]4=[N:67][CH:68]=3)=[CH:59][CH:58]=2)[CH2:53][CH2:52]1)=[O:50].[OH-].[Li+]. Product: [CH3:46][N:47]([CH3:95])[CH2:48][C:49]([N:51]1[CH2:56][CH2:55][N:54]([C:57]2[CH:58]=[CH:59][C:60]([C:63]3[CH:64]=[C:65]4[C:71]([C:72]5[CH:73]=[N:74][N:75]([CH2:77][C:78]6[CH:83]=[CH:82][CH:81]=[C:80]([F:84])[CH:79]=6)[CH:76]=5)=[CH:70][NH:69][C:66]4=[N:67][CH:68]=3)=[CH:61][CH:62]=2)[CH2:53][CH2:52]1)=[O:50]. The catalyst class is: 87.